Dataset: Forward reaction prediction with 1.9M reactions from USPTO patents (1976-2016). Task: Predict the product of the given reaction. (1) The product is: [F:1][C:2]1[CH:7]=[CH:6][C:5]([CH3:8])=[C:4]2[C:3]=1[NH:9][CH:13]=[CH:12]2. Given the reactants [F:1][C:2]1[CH:7]=[CH:6][C:5]([CH3:8])=[CH:4][C:3]=1[N+:9]([O-])=O.[CH:12]([Mg]Br)=[CH2:13].[NH4+].[Cl-], predict the reaction product. (2) Given the reactants [Cl:1][C:2]1[CH:21]=[CH:20][CH:19]=[C:18]([Cl:22])[C:3]=1[CH2:4][CH:5]1[CH2:9][CH2:8][N:7]([CH:10]2[CH2:15][CH2:14][C:13](=[O:16])[CH2:12][CH2:11]2)[C:6]1=[O:17].[CH3:23][Mg]Br.[Cl-].[NH4+], predict the reaction product. The product is: [Cl:1][C:2]1[CH:21]=[CH:20][CH:19]=[C:18]([Cl:22])[C:3]=1[CH2:4][CH:5]1[CH2:9][CH2:8][N:7]([CH:10]2[CH2:11][CH2:12][C:13]([OH:16])([CH3:23])[CH2:14][CH2:15]2)[C:6]1=[O:17]. (3) Given the reactants [CH3:1][C:2]1([C:7]2[O:11][C:10]([CH2:12][N:13]3[CH:17]=[C:16]([NH2:18])[CH:15]=[N:14]3)=[CH:9][CH:8]=2)[O:6]CCO1.[CH:19]([C:22]1[O:23][C:24]([C:30]2[CH:35]=[CH:34][CH:33]=[CH:32][CH:31]=2)=[C:25]([C:27](O)=[O:28])[N:26]=1)([CH3:21])[CH3:20], predict the reaction product. The product is: [C:2]([C:7]1[O:11][C:10]([CH2:12][N:13]2[CH:17]=[C:16]([NH:18][C:27]([C:25]3[N:26]=[C:22]([CH:19]([CH3:21])[CH3:20])[O:23][C:24]=3[C:30]3[CH:31]=[CH:32][CH:33]=[CH:34][CH:35]=3)=[O:28])[CH:15]=[N:14]2)=[CH:9][CH:8]=1)(=[O:6])[CH3:1]. (4) Given the reactants [CH2:1]([C:8]1[CH:24]=[CH:23][C:11]2[S:12][C:13]([C:16]3[CH:21]=[CH:20][N:19]=[C:18]([NH2:22])[N:17]=3)=[C:14]([CH3:15])[C:10]=2[CH:9]=1)[C:2]1[CH:7]=[CH:6][CH:5]=[CH:4][CH:3]=1.[Br-].[F:26][C:27]([F:37])([F:36])C1C=C(C=CC=1)C[Zn+].[Br-].C([Zn+])C1C=CC=CC=1, predict the reaction product. The product is: [CH3:15][C:14]1[C:10]2[CH:9]=[C:8]([CH2:1][C:2]3[CH:3]=[CH:4][CH:5]=[C:6]([C:27]([F:37])([F:36])[F:26])[CH:7]=3)[CH:24]=[CH:23][C:11]=2[S:12][C:13]=1[C:16]1[CH:21]=[CH:20][N:19]=[C:18]([NH2:22])[N:17]=1. (5) Given the reactants [CH2:1]([NH:3][C:4]1[S:5][C:6]([C:10]2[CH:15]=[CH:14][N:13]=[C:12]([NH:16][C:17]3[CH:18]=[C:19]([CH:25]=[CH:26][CH:27]=3)[CH2:20][NH:21]C(=O)C)[N:11]=2)=[C:7]([CH3:9])[N:8]=1)[CH3:2], predict the reaction product. The product is: [NH2:21][CH2:20][C:19]1[CH:18]=[C:17]([NH:16][C:12]2[N:11]=[C:10]([C:6]3[S:5][C:4]([NH:3][CH2:1][CH3:2])=[N:8][C:7]=3[CH3:9])[CH:15]=[CH:14][N:13]=2)[CH:27]=[CH:26][CH:25]=1. (6) Given the reactants [F:1][C:2]([F:22])([F:21])[C:3]1[CH:4]=[C:5]([NH:9][C:10]2[C:19]3[C:14](=[C:15]([NH2:20])[CH:16]=[CH:17][CH:18]=3)[N:13]=[CH:12][N:11]=2)[CH:6]=[CH:7][CH:8]=1.[Cl:23][C:24]1[C:29]([C:30](O)=[O:31])=[C:28]([F:33])[C:27]([CH2:34][NH:35][C:36](=[O:41])[C:37]([CH3:40])([CH3:39])[CH3:38])=[CH:26][CH:25]=1.C(Cl)(=O)C(Cl)=O.CCN(C(C)C)C(C)C, predict the reaction product. The product is: [Cl:23][C:24]1[C:29]([C:30]([NH:20][C:15]2[CH:16]=[CH:17][CH:18]=[C:19]3[C:14]=2[N:13]=[CH:12][N:11]=[C:10]3[NH:9][C:5]2[CH:6]=[CH:7][CH:8]=[C:3]([C:2]([F:1])([F:21])[F:22])[CH:4]=2)=[O:31])=[C:28]([F:33])[C:27]([CH2:34][NH:35][C:36](=[O:41])[C:37]([CH3:39])([CH3:38])[CH3:40])=[CH:26][CH:25]=1. (7) Given the reactants [NH2:1][C:2]1[CH:3]=[C:4]([CH:8]=[CH:9][C:10]=1[OH:11])[C:5]([OH:7])=[O:6].C(=O)(O)[O-].[Na+].Br[CH2:18][C:19](Br)=[O:20], predict the reaction product. The product is: [O:20]=[C:19]1[NH:1][C:2]2[CH:3]=[C:4]([C:5]([OH:7])=[O:6])[CH:8]=[CH:9][C:10]=2[O:11][CH2:18]1. (8) Given the reactants Br[C:2]1[CH:3]=[C:4]([CH:26]=[CH:27][CH:28]=1)[CH:5]=[C:6]1[CH2:11][CH2:10][N:9]([CH2:12][CH2:13][O:14][C:15]2[CH:24]=[CH:23][CH:22]=[C:21]3[C:16]=2[CH:17]=[CH:18][C:19]([CH3:25])=[N:20]3)[CH2:8][CH2:7]1.[C:29]1(B(O)O)[CH:34]=[CH:33][CH:32]=[CH:31][CH:30]=1, predict the reaction product. The product is: [C:2]1([C:29]2[CH:34]=[CH:33][CH:32]=[CH:31][CH:30]=2)[CH:28]=[CH:27][CH:26]=[C:4]([CH:5]=[C:6]2[CH2:11][CH2:10][N:9]([CH2:12][CH2:13][O:14][C:15]3[CH:24]=[CH:23][CH:22]=[C:21]4[C:16]=3[CH:17]=[CH:18][C:19]([CH3:25])=[N:20]4)[CH2:8][CH2:7]2)[CH:3]=1.